From a dataset of Merck oncology drug combination screen with 23,052 pairs across 39 cell lines. Regression. Given two drug SMILES strings and cell line genomic features, predict the synergy score measuring deviation from expected non-interaction effect. (1) Drug 1: COc1cc(C2c3cc4c(cc3C(OC3OC5COC(C)OC5C(O)C3O)C3COC(=O)C23)OCO4)cc(OC)c1O. Drug 2: CC1(c2nc3c(C(N)=O)cccc3[nH]2)CCCN1. Cell line: LOVO. Synergy scores: synergy=-6.13. (2) Drug 1: O=S1(=O)NC2(CN1CC(F)(F)F)C1CCC2Cc2cc(C=CCN3CCC(C(F)(F)F)CC3)ccc2C1. Drug 2: N#Cc1ccc(Cn2cncc2CN2CCN(c3cccc(Cl)c3)C(=O)C2)cc1. Cell line: NCIH520. Synergy scores: synergy=9.82. (3) Drug 1: O=S1(=O)NC2(CN1CC(F)(F)F)C1CCC2Cc2cc(C=CCN3CCC(C(F)(F)F)CC3)ccc2C1. Drug 2: C=CCn1c(=O)c2cnc(Nc3ccc(N4CCN(C)CC4)cc3)nc2n1-c1cccc(C(C)(C)O)n1. Cell line: A375. Synergy scores: synergy=8.47. (4) Drug 1: O=C(O)C1(Cc2cccc(Nc3nccs3)n2)CCC(Oc2cccc(Cl)c2F)CC1. Drug 2: Cn1cc(-c2cnn3c(N)c(Br)c(C4CCCNC4)nc23)cn1. Cell line: CAOV3. Synergy scores: synergy=-1.16. (5) Drug 1: CN(C)C(=N)N=C(N)N. Drug 2: CC1(c2nc3c(C(N)=O)cccc3[nH]2)CCCN1. Cell line: SKOV3. Synergy scores: synergy=-1.54. (6) Drug 1: COc1cc(C2c3cc4c(cc3C(OC3OC5COC(C)OC5C(O)C3O)C3COC(=O)C23)OCO4)cc(OC)c1O. Drug 2: Cn1cc(-c2cnn3c(N)c(Br)c(C4CCCNC4)nc23)cn1. Cell line: T47D. Synergy scores: synergy=-29.2.